From a dataset of Catalyst prediction with 721,799 reactions and 888 catalyst types from USPTO. Predict which catalyst facilitates the given reaction. (1) Reactant: [CH3:1][O:2][C:3]1[N:8]=[C:7]([CH2:9]P(=O)(OCC)OCC)[CH:6]=[CH:5][CH:4]=1.[Li]CCCC.[CH:23]([C:25]1[N:26]=[C:27]2[C:32]([N:33]3[CH2:38][CH2:37][O:36][CH2:35][CH2:34]3)=[N:31][CH:30]=[C:29]([C:39]3[CH:51]=[CH:50][C:42]([C:43]([O:45][C:46]([CH3:49])([CH3:48])[CH3:47])=[O:44])=[CH:41][CH:40]=3)[N:28]2[CH:52]=1)=O. Product: [CH3:1][O:2][C:3]1[N:8]=[C:7](/[CH:9]=[CH:23]/[C:25]2[N:26]=[C:27]3[C:32]([N:33]4[CH2:38][CH2:37][O:36][CH2:35][CH2:34]4)=[N:31][CH:30]=[C:29]([C:39]4[CH:51]=[CH:50][C:42]([C:43]([O:45][C:46]([CH3:49])([CH3:47])[CH3:48])=[O:44])=[CH:41][CH:40]=4)[N:28]3[CH:52]=2)[CH:6]=[CH:5][CH:4]=1. The catalyst class is: 1. (2) Reactant: [O:1]1[CH2:3][C@@H:2]1[C@@H:4]([NH:12][C:13](=[O:19])[O:14][C:15]([CH3:18])([CH3:17])[CH3:16])[CH2:5][C:6]1[CH:11]=[CH:10][CH:9]=[CH:8][CH:7]=1.[NH3:20]. Product: [NH2:20][CH2:3][C@@H:2]([OH:1])[C@@H:4]([NH:12][C:13](=[O:19])[O:14][C:15]([CH3:18])([CH3:17])[CH3:16])[CH2:5][C:6]1[CH:11]=[CH:10][CH:9]=[CH:8][CH:7]=1. The catalyst class is: 5. (3) Reactant: [Si]([O:8][C:9]1[C:14]([F:15])=[CH:13][C:12]([C:16]2([OH:29])[CH2:21][CH2:20][N:19]([C:22]([O:24][C:25]([CH3:28])([CH3:27])[CH3:26])=[O:23])[CH2:18][CH2:17]2)=[CH:11][C:10]=1[F:30])(C(C)(C)C)(C)C.[F-].C([N+](CCCC)(CCCC)CCCC)CCC. Product: [F:30][C:10]1[CH:11]=[C:12]([C:16]2([OH:29])[CH2:21][CH2:20][N:19]([C:22]([O:24][C:25]([CH3:27])([CH3:26])[CH3:28])=[O:23])[CH2:18][CH2:17]2)[CH:13]=[C:14]([F:15])[C:9]=1[OH:8]. The catalyst class is: 7. (4) Reactant: [Cl:1][C:2]1[CH:3]=[CH:4][C:5]([O:25][CH3:26])=[C:6]([NH:8][C:9](=[O:24])[CH2:10][N:11]2[C:15]3[CH2:16][NH:17][CH2:18][CH2:19][C:14]=3[C:13]([C:20]([F:23])([F:22])[F:21])=[N:12]2)[CH:7]=1.Br[CH2:28][C:29]([O:31][CH2:32][CH3:33])=[O:30].C(=O)([O-])[O-].[K+].[K+]. Product: [Cl:1][C:2]1[CH:3]=[CH:4][C:5]([O:25][CH3:26])=[C:6]([NH:8][C:9](=[O:24])[CH2:10][N:11]2[C:15]3[CH2:16][N:17]([CH2:28][C:29]([O:31][CH2:32][CH3:33])=[O:30])[CH2:18][CH2:19][C:14]=3[C:13]([C:20]([F:23])([F:22])[F:21])=[N:12]2)[CH:7]=1. The catalyst class is: 21. (5) Reactant: Br[C:2]1[N:7]=[C:6]([NH:8][CH2:9][C:10]2[C:15]([CH3:16])=[CH:14][CH:13]=[CH:12][C:11]=2[CH2:17][CH3:18])[C:5]2[N:19]=[C:20]([CH3:23])[N:21]([CH3:22])[C:4]=2[CH:3]=1.C1(P([C:37]2[CH:42]=CC=CC=2)C2C=CC=CC=2)C=CC=CC=1.C(N(CC)CC)C.[C]=[O:51].[CH2:52]([OH:54])C. Product: [CH2:42]([O:51][C:52]([C:2]1[N:7]=[C:6]([NH:8][CH2:9][C:10]2[C:15]([CH3:16])=[CH:14][CH:13]=[CH:12][C:11]=2[CH2:17][CH3:18])[C:5]2[N:19]=[C:20]([CH3:23])[N:21]([CH3:22])[C:4]=2[CH:3]=1)=[O:54])[CH3:37]. The catalyst class is: 167. (6) Product: [NH2:29][C:27](=[O:28])[CH2:26][NH:25][C:9](=[O:11])[CH2:8][CH:4]1[CH2:5][CH2:6][CH2:7][CH:2]([CH3:1])[CH2:3]1. Reactant: [CH3:1][CH:2]1[CH2:7][CH2:6][CH2:5][CH:4]([CH2:8][C:9]([OH:11])=O)[CH2:3]1.C1N=CN(C(N2C=NC=C2)=O)C=1.Cl.[NH2:25][CH2:26][C:27]([NH2:29])=[O:28]. The catalyst class is: 13. (7) Reactant: [NH:1]1[C:5]2[CH:6]=[CH:7][CH:8]=[CH:9][C:4]=2[N:3]=[C:2]1[CH:10]([O:19][CH:20]1[CH2:25][CH2:24][N:23]([CH3:26])[CH2:22][CH2:21]1)[C:11]1[CH:12]=[C:13]([CH:16]=[CH:17][CH:18]=1)[CH:14]=O.[NH:27]1[CH2:33][C:31](=[O:32])[NH:30][C:28]1=S.[NH:34]1CCCCC1. Product: [NH:3]1[C:4]2[CH:9]=[CH:8][CH:7]=[CH:6][C:5]=2[N:1]=[C:2]1[CH:10]([O:19][CH:20]1[CH2:25][CH2:24][N:23]([CH3:26])[CH2:22][CH2:21]1)[C:11]1[CH:12]=[C:13]([CH:16]=[CH:17][CH:18]=1)[CH:14]=[C:33]1[NH:27][C:28](=[NH:34])[NH:30][C:31]1=[O:32]. The catalyst class is: 40.